Dataset: Reaction yield outcomes from USPTO patents with 853,638 reactions. Task: Predict the reaction yield, written as a fraction of the theoretical maximum amount of product (1.0 means a 100% yield; for example, 0.34 means a 34% yield). (1) The reactants are [C:1]([O:5][C:6](=[O:34])[CH2:7][CH:8]([NH:23]C(OCC1C=CC=CC=1)=O)[CH:9]([OH:22])[CH2:10][O:11][C:12]1[C:17]([F:18])=[C:16]([F:19])[CH:15]=[C:14]([F:20])[C:13]=1[F:21])([CH3:4])([CH3:3])[CH3:2]. The catalyst is CO.[Pd]. The product is [C:1]([O:5][C:6](=[O:34])[CH2:7][C@H:8]([NH2:23])[CH:9]([OH:22])[CH2:10][O:11][C:12]1[C:13]([F:21])=[C:14]([F:20])[CH:15]=[C:16]([F:19])[C:17]=1[F:18])([CH3:4])([CH3:2])[CH3:3]. The yield is 0.900. (2) The reactants are [CH3:1][C:2]1[N:3]=[C:4]([C:7]2[CH:8]=[N:9][NH:10][C:11]=2[NH2:12])[S:5][CH:6]=1.[CH3:13][N:14]1[C:22]2[C:17](=[CH:18][C:19]([C:23](=O)[CH2:24][C:25](OCC)=[O:26])=[CH:20][CH:21]=2)[CH:16]=[N:15]1.CC1C=CC(S(O)(=O)=O)=CC=1. The catalyst is CCCCO. The product is [CH3:13][N:14]1[C:22]2[C:17](=[CH:18][C:19]([C:23]3[NH:12][C:11]4[N:10]([N:9]=[CH:8][C:7]=4[C:4]4[S:5][CH:6]=[C:2]([CH3:1])[N:3]=4)[C:25](=[O:26])[CH:24]=3)=[CH:20][CH:21]=2)[CH:16]=[N:15]1. The yield is 0.860. (3) The reactants are [ClH:1].[CH3:2][N:3]([CH3:24])[CH:4]1[CH2:9][CH2:8][N:7]([C:10](=[O:23])[CH2:11][CH2:12][C:13]2[N:14]([CH2:18][CH2:19][C:20]([OH:22])=[O:21])[CH:15]=[CH:16][N:17]=2)[CH2:6][CH2:5]1. The catalyst is O. The product is [ClH:1].[CH3:24][N:3]([CH3:2])[CH:4]1[CH2:9][CH2:8][N:7]([C:10](=[O:23])[CH2:11][CH2:12][C:13]2[N:14]([CH2:18][CH2:19][C:20]([OH:22])=[O:21])[CH:15]=[CH:16][N:17]=2)[CH2:6][CH2:5]1. The yield is 0.360. (4) The reactants are [N+:1]([C:4]1[CH:5]=[C:6]2[C:10](=[CH:11][CH:12]=1)[NH:9][CH:8]=[CH:7]2)([O-:3])=[O:2].[OH-].[K+].[CH2:15]1[O:25][C:18]2([CH2:23][CH2:22][C:21](=O)[CH2:20][CH2:19]2)[O:17][CH2:16]1. The catalyst is CO. The product is [N+:1]([C:4]1[CH:5]=[C:6]2[C:10](=[CH:11][CH:12]=1)[NH:9][CH:8]=[C:7]2[C:21]1[CH2:22][CH2:23][C:18]2([O:25][CH2:15][CH2:16][O:17]2)[CH2:19][CH:20]=1)([O-:3])=[O:2]. The yield is 0.850.